Dataset: Reaction yield outcomes from USPTO patents with 853,638 reactions. Task: Predict the reaction yield, written as a fraction of the theoretical maximum amount of product (1.0 means a 100% yield; for example, 0.34 means a 34% yield). (1) The reactants are [H-].[Na+].[Br:3][C:4]1[CH:5]=[C:6]([OH:10])[CH:7]=[CH:8][CH:9]=1.[C:11]([O:15][C:16](=[O:29])[N:17]([C:19]1[CH:24]=[C:23](Cl)[CH:22]=[CH:21][C:20]=1[N+:26]([O-:28])=[O:27])[CH3:18])([CH3:14])([CH3:13])[CH3:12]. The catalyst is CN(C)C=O. The product is [C:11]([O:15][C:16](=[O:29])[N:17]([C:19]1[CH:24]=[C:23]([O:10][C:6]2[CH:7]=[CH:8][CH:9]=[C:4]([Br:3])[CH:5]=2)[CH:22]=[CH:21][C:20]=1[N+:26]([O-:28])=[O:27])[CH3:18])([CH3:14])([CH3:12])[CH3:13]. The yield is 0.830. (2) The yield is 0.377. The catalyst is C(#N)C. The reactants are [N:1]1[C:10]2[C:5](=[CH:6][CH:7]=[CH:8][CH:9]=2)[CH:4]=[CH:3][C:2]=1[C:11]([OH:13])=O.[CH3:14][O:15][C:16]1[CH:17]=[C:18]([C:24]2([CH2:29][NH2:30])[CH2:28][CH2:27][CH2:26][CH2:25]2)[CH:19]=[CH:20][C:21]=1[O:22][CH3:23].C(N(CC)CC)C.F[P-](F)(F)(F)(F)F.N1(OC(N(C)C)=[N+](C)C)C2N=CC=CC=2N=N1. The product is [CH3:14][O:15][C:16]1[CH:17]=[C:18]([C:24]2([CH2:29][NH:30][C:11]([C:2]3[CH:3]=[CH:4][C:5]4[C:10](=[CH:9][CH:8]=[CH:7][CH:6]=4)[N:1]=3)=[O:13])[CH2:25][CH2:26][CH2:27][CH2:28]2)[CH:19]=[CH:20][C:21]=1[O:22][CH3:23]. (3) The product is [C:18]([C:11]1[N:10]=[C:9]([O:8][CH3:7])[C:14]([N+:15]([O-:17])=[O:16])=[CH:13][CH:12]=1)#[CH:19]. The reactants are C(=O)([O-])[O-].[K+].[K+].[CH3:7][O:8][C:9]1[C:14]([N+:15]([O-:17])=[O:16])=[CH:13][CH:12]=[C:11]([C:18]#[C:19][Si](C)(C)C)[N:10]=1. The yield is 0.940. The catalyst is CO. (4) The reactants are [CH3:1][C:2]1[CH:7]=[C:6]([CH3:8])[CH:5]=[C:4]([C:9]2[S:10][CH:11]=[CH:12][CH:13]=2)[C:3]=1[OH:14].Br[CH2:16][C:17]([O:19][CH3:20])=[O:18].C(=O)([O-])[O-].[Cs+].[Cs+]. The catalyst is C(#N)C. The product is [CH3:1][C:2]1[CH:7]=[C:6]([CH3:8])[CH:5]=[C:4]([C:9]2[S:10][CH:11]=[CH:12][CH:13]=2)[C:3]=1[O:14][CH2:16][C:17]([O:19][CH3:20])=[O:18]. The yield is 1.00. (5) The catalyst is C1COCC1. The product is [N:13]12[CH2:14][CH2:15][C:16]([C:21]([C:3]3[CH:2]=[CH:1][C:10]4[C:5](=[CH:6][CH:7]=[CH:8][CH:9]=4)[CH:4]=3)([C:2]3[CH:3]=[CH:4][C:5]4[C:10](=[CH:9][CH:8]=[CH:7][CH:6]=4)[CH:1]=3)[OH:23])([CH2:17][CH2:18]1)[CH2:19][CH2:20]2. The yield is 0.773. The reactants are [CH:1]1[C:10]2[C:5](=[CH:6][CH:7]=[CH:8][CH:9]=2)[CH:4]=[CH:3][C:2]=1[Mg]Br.[N:13]12[CH2:20][CH2:19][C:16]([C:21]([O:23]CC)=O)([CH2:17][CH2:18]1)[CH2:15][CH2:14]2. (6) The reactants are Cl[C:2]1[C:7]2[CH:8]=[C:9]([N:11]3[CH2:15][CH2:14][N:13]([C:16]4[CH:17]=[N:18][CH:19]=[CH:20][C:21]=4[CH3:22])[C:12]3=[O:23])[S:10][C:6]=2[CH:5]=[CH:4][N:3]=1. The catalyst is CO.C(Cl)(Cl)Cl.[Pd]. The product is [CH3:22][C:21]1[CH:20]=[CH:19][N:18]=[CH:17][C:16]=1[N:13]1[CH2:14][CH2:15][N:11]([C:9]2[S:10][C:6]3[CH:5]=[CH:4][N:3]=[CH:2][C:7]=3[CH:8]=2)[C:12]1=[O:23]. The yield is 0.140.